The task is: Predict the product of the given reaction.. This data is from Forward reaction prediction with 1.9M reactions from USPTO patents (1976-2016). Given the reactants C([O:5][C:6]1[CH:13]=[CH:12][C:9]([CH:10]=[CH2:11])=[CH:8][CH:7]=1)(C)(C)C.[CH:14]([O:16][CH2:17][CH3:18])=[CH2:15].N(C(C)(C)C#N)=NC(C)(C)C#N.S(=O)(=O)(O)O.OC1C=CC(C=C)=CC=1, predict the reaction product. The product is: [OH:5][C:6]1[CH:13]=[CH:12][C:9]([CH:10]=[CH2:11])=[CH:8][CH:7]=1.[CH:14]([O:16][CH2:17][CH3:18])=[CH2:15].